Dataset: Experimentally validated miRNA-target interactions with 360,000+ pairs, plus equal number of negative samples. Task: Binary Classification. Given a miRNA mature sequence and a target amino acid sequence, predict their likelihood of interaction. (1) Result: 0 (no interaction). The protein sequence of the target gene is MAACEGRRSGALGSSQSDFLTPPVGGAPWAVATTVVMYPPPPPPPHRDFISVTLSFGENYDNSKSWRRRSCWRKWKQLSRLQRNMILFLLAFLLFCGLLFYINLADHWKALAFRLEEEQKMRPEIAGLKPANPPVLPAPQKADTDPENLPEISSQKTQRHIQRGPPHLQIRPPSQDLKDGTQEEATKRQEAPVDPRPEGDPQRTVISWRGAVIEPEQGTELPSRRAEVPTKPPLPPARTQGTPVHLNYRQKGVIDVFLHAWKGYRKFAWGHDELKPVSRSFSEWFGLGLTLIDALDTMWI.... The miRNA is mmu-miR-6964-3p with sequence UUUCUUGUCUUCCACUCUAG. (2) The miRNA is hsa-miR-4804-5p with sequence UUGGACGGUAAGGUUAAGCAA. The protein sequence of the target gene is MMKTLSSGNCTLSVPAKNSYRMVVLGASRVGKSSIVSRFLNGRFEDQYTPTIEDFHRKVYNIRGDMYQLDILDTSGNHPFPAMRRLSILTGDVFILVFSLDNRESFDEVKRLQKQILEVKSCLKNKTKEAAELPMVICGNKNDHGELCRQVPTTEAELLVSGDENCAYFEVSAKKNTNVDEMFYVLFSMAKLPHEMSPALHRKISVQYGDAFHPRPFCMRRVKEMDAYGMVSPFARRPSVNSDLKYIKAKVLREGQARERDKCTIQ. Result: 0 (no interaction). (3) The miRNA is mmu-miR-541-5p with sequence AAGGGAUUCUGAUGUUGGUCACACU. The protein sequence of the target gene is MHVCCPPVTLEQDLHRKMHSWMLQTLAFAVTSLVLSCAETIDYYGEICDNACPCEEKDGILTVSCENRGIISLSEISPPRFPIYHLLLSGNLLSRLYPNEFVNYTGASILHLGSNVIQDIETGAFHGLRGLRRLHLNNNKLELLRDDTFLGLENLEYLQVDYNYISVIEPNAFGKLHMLQVLILNDNLLSGLPNNLFRFVPLTHLDLRGNRLKLLPYVGLLQHMDKVVELQLEENPWNCSCELISLKDWLDSISYSALVGDVVCETPFRLHGRDLDEVSKQELCPRKLISDYEMRPQTPL.... Result: 1 (interaction). (4) The miRNA is hsa-miR-548z with sequence CAAAAACCGCAAUUACUUUUGCA. The protein sequence of the target gene is MESMAVATDGGERPGVPAGSGLSASQRRAELRRRKLLMNSEQRINRIMGFHRPGSGAEEESQTKSKQQDSDKLNSLSVPSVSKRVVLGDSVSTGTTDQQGGVAEVKGTQLGDKLDSFIKPPECSSDVNLELRQRNRGDLTADSVQRGSRHGLEQYLSRFEEAMKLRKQLISEKPSQEDGNTTEEFDSFRIFRLVGCALLALGVRAFVCKYLSIFAPFLTLQLAYMGLYKYFPKSEKKIKTTVLTAALLLSGIPAEVINRSMDTYSKMGEVFTDLCVYFFTFIFCHELLDYWGSEVP. Result: 1 (interaction). (5) The miRNA is mmu-miR-151-3p with sequence CUAGACUGAGGCUCCUUGAGG. The protein sequence of the target gene is MAARGRRAWLSMLLGLVLGFVLASRLVLPRASELKRVGPRRRPSPEGCRPGQEASQPGGARGDARGAQLWPQGSAAEGVPRDRNFLFVGVMTAQKYLQTRAVAAYRTWSKTIPGKVEFFSSEGSDTSIPIPVVPLRGVDDSYPPQKKSFMMLKYMHDHYLDKYEWFMRADDDVYIKGDRLESFLRSLNSSEPLFLGQTGLGTTEEMGKLALEPGENFCMGGPGVILSREVLRRMAPHIGKCLREMYTTHEDVEVGRCVRRFAGVQCVWSYEMQQLFYENYEQNKKGYIRDLHSSKIHRAI.... Result: 0 (no interaction). (6) The miRNA is hsa-miR-6499-3p with sequence AGCAGUGUUUGUUUUGCCCACA. The protein sequence of the target gene is MNTKDTTEVAENSHHLKIFLPKKLLECLPRCPLLPPERLRWNTNEEIASYLITFEKHDEWLSCAPKTRPQNGSIILYNRKKVKYRKDGYLWKKRKDGKTTREDHMKLKVQGMECLYGCYVHSSIVPTFHRRCYWLLQNPDIVLVHYLNVPALEDCGKGCSPIFCSISSDRREWLKWSREELLGQLKPMFHGIKWSCGNGTEEFSVEHLVQQILDTHPTKPAPRTHACLCSGGLGSGSLTHKCSSTKHRIISPKVEPRALTLTSIPHAHPPEPPPLIAPLPPELPKAHTSPSSSSSSSSSG.... Result: 0 (no interaction). (7) The miRNA is rno-miR-93-5p with sequence CAAAGUGCUGUUCGUGCAGGUAG. The protein sequence of the target gene is MTRALCSALRQALLLLAAAAELSPGLKCVCLLCDSSNFTCQTEGACWASVMLTNGKEQVIKSCVSLPELNAQVFCHSSNNVTKTECCFTDFCNNITLHLPTASPNAPKLGPMELAIIITVPVCLLSIAAMLTVWACQGRQCSYRKKKRPNVEEPLSECNLVNAGKTLKDLIYDVTASGSGSGLPLLVQRTIARTIVLQEIVGKGRFGEVWHGRWCGEDVAVKIFSSRDERSWFREAEIYQTVMLRHENILGFIAADNKDNGTWTQLWLVSEYHEQGSLYDYLNRNIVTVAGMIKLALSIA.... Result: 0 (no interaction). (8) The miRNA is hsa-miR-1302 with sequence UUGGGACAUACUUAUGCUAAA. The protein sequence of the target gene is MAGGGSDLSTRGLNGGVSQVANEMNHLPAHSQSLQRLFTEDQDVDEGLVYDTVFKHFKRHKLEISNAIKKTFPFLEGLRDRELITNKMFEDSEDSCRNLVPVQRVVYNVLSELEKTFNLSVLEALFSEVNMQEYPDLIHIYKSFKNAIQDKLSFQESDRKEREERPDIKLSLKQGEVPESPEARKESDQACGKMDTVDIANNSTLGKPKRKRRKKKGHGWSRMGTRTQKNNQQNDNSKADGQLVSSEKKANMNLKDLSKIRGRKRGKPGTHFTQSDRAPQKRVRSRASRKHKDETVDFQA.... Result: 1 (interaction).